From a dataset of Reaction yield outcomes from USPTO patents with 853,638 reactions. Predict the reaction yield, written as a fraction of the theoretical maximum amount of product (1.0 means a 100% yield; for example, 0.34 means a 34% yield). (1) The reactants are C(Cl)(Cl)Cl.[CH3:5][OH:6].[O:7]1[CH2:12][CH2:11][O:10]CC1. The catalyst is O.Cl. The product is [O:6]=[CH:5][C@H:12]([C@H:11]([C@H:12]([CH2:11][OH:10])[OH:7])[OH:10])[OH:7]. The yield is 0.800. (2) The reactants are Br[C:2]1[CH:3]=[C:4]([C:8]2[N:12]([C:13]3[CH:18]=[CH:17][CH:16]=[CH:15][CH:14]=3)[C:11]3[CH:19]=[CH:20][CH:21]=[CH:22][C:10]=3[N:9]=2)[CH:5]=[CH:6][CH:7]=1.[B:23]1([B:23]2[O:27][C:26]([CH3:29])([CH3:28])[C:25]([CH3:31])([CH3:30])[O:24]2)[O:27][C:26]([CH3:29])([CH3:28])[C:25]([CH3:31])([CH3:30])[O:24]1.C([O-])(=O)C.[K+]. The catalyst is C1C=CC(P(C2C=CC=CC=2)[C-]2C=CC=C2)=CC=1.C1C=CC(P(C2C=CC=CC=2)[C-]2C=CC=C2)=CC=1.Cl[Pd]Cl.[Fe+2].O1CCOCC1. The product is [C:13]1([N:12]2[C:11]3[CH:19]=[CH:20][CH:21]=[CH:22][C:10]=3[N:9]=[C:8]2[C:4]2[CH:5]=[CH:6][CH:7]=[C:2]([B:23]3[O:27][C:26]([CH3:29])([CH3:28])[C:25]([CH3:31])([CH3:30])[O:24]3)[CH:3]=2)[CH:18]=[CH:17][CH:16]=[CH:15][CH:14]=1. The yield is 0.810.